Dataset: Retrosynthesis with 50K atom-mapped reactions and 10 reaction types from USPTO. Task: Predict the reactants needed to synthesize the given product. (1) Given the product CCNc1nc(C(F)(F)F)ccc1C=CC(=O)NCc1cc(C)c(NS(C)(=O)=O)c(F)c1, predict the reactants needed to synthesize it. The reactants are: CCNc1nc(C(F)(F)F)ccc1C=CC(=O)O.Cc1cc(CN)cc(F)c1NS(C)(=O)=O. (2) Given the product CO[C@H]1CC[C@H](Oc2cc(F)ccc2Nc2ncnc3sc(C(=O)NCCCN4CCC(O)C4)c(C)c23)CC1, predict the reactants needed to synthesize it. The reactants are: CO[C@H]1CC[C@H](Oc2cc(F)ccc2Nc2ncnc3sc(C(=O)NCCC=O)c(C)c23)CC1.OC1CCNC1. (3) Given the product N#Cc1ccc(CCc2cc(Cl)ccc2-c2nc3ccccc3n2CC2CCCCC2)cc1, predict the reactants needed to synthesize it. The reactants are: N#Cc1ccc(C#Cc2cc(Cl)ccc2-c2nc3ccccc3n2CC2CCCCC2)cc1. (4) Given the product CC(=O)OC[C@H]1CC[C@H](O[C@H](C)c2cc(C(F)(F)F)cc(C(F)(F)F)c2)[C@@H](c2ccc(F)cc2)[C@@H]1CN, predict the reactants needed to synthesize it. The reactants are: CC(=O)OC[C@H]1CC[C@H](O[C@H](C)c2cc(C(F)(F)F)cc(C(F)(F)F)c2)[C@@H](c2ccc(F)cc2)[C@@H]1CNCc1ccccc1. (5) Given the product Cc1cccc(S(=O)(=O)N2C[C@H](C)Oc3ncc(N)cc32)c1, predict the reactants needed to synthesize it. The reactants are: Cc1cccc(S(=O)(=O)N2C[C@H](C)Oc3ncc(NC(=O)OC(C)(C)C)cc32)c1.